From a dataset of Full USPTO retrosynthesis dataset with 1.9M reactions from patents (1976-2016). Predict the reactants needed to synthesize the given product. (1) Given the product [CH3:23][O:24][C:25]1[CH:32]=[CH:31][C:28]([CH2:29][NH:30][CH:19]2[CH2:20][CH2:21][CH:16]([CH2:15][N:8]3[C:9]4=[C:14]5[C:13](=[CH:12][CH:11]=[CH:10]4)[C:2]([Cl:1])=[N:3][CH:4]=[C:5]5[CH2:6][CH2:7]3)[CH2:17][CH2:18]2)=[CH:27][CH:26]=1, predict the reactants needed to synthesize it. The reactants are: [Cl:1][C:2]1[C:13]2[C:14]3[C:5]([CH2:6][CH2:7][N:8]([CH2:15][CH:16]4[CH2:21][CH2:20][C:19](=O)[CH2:18][CH2:17]4)[C:9]=3[CH:10]=[CH:11][CH:12]=2)=[CH:4][N:3]=1.[CH3:23][O:24][C:25]1[CH:32]=[CH:31][C:28]([CH2:29][NH2:30])=[CH:27][CH:26]=1. (2) Given the product [CH3:23][S:24]([C:27]1[CH:32]=[CH:31][C:30]([C:2]2[N:7]=[CH:6][C:5]([O:8][CH2:9][CH:10]3[CH2:15][CH2:14][N:13]([C:16]([O:18][C:19]([CH3:22])([CH3:21])[CH3:20])=[O:17])[CH2:12][CH2:11]3)=[CH:4][CH:3]=2)=[CH:29][CH:28]=1)(=[O:26])=[O:25], predict the reactants needed to synthesize it. The reactants are: Cl[C:2]1[N:7]=[CH:6][C:5]([O:8][CH2:9][CH:10]2[CH2:15][CH2:14][N:13]([C:16]([O:18][C:19]([CH3:22])([CH3:21])[CH3:20])=[O:17])[CH2:12][CH2:11]2)=[CH:4][CH:3]=1.[CH3:23][S:24]([C:27]1[CH:32]=[CH:31][C:30](B(O)O)=[CH:29][CH:28]=1)(=[O:26])=[O:25].C([O-])([O-])=O.[Na+].[Na+]. (3) Given the product [C:1]([O:5][C:6](=[O:7])[NH:8][C:9]1[CH:10]=[C:11]([O:27][CH3:28])[C:12]([CH2:20][N:21]2[CH2:22][CH2:23][O:24][CH2:25][CH2:26]2)=[C:13]([O:18][CH3:19])[C:14]=1[C:15](=[O:16])[NH2:31])([CH3:4])([CH3:3])[CH3:2], predict the reactants needed to synthesize it. The reactants are: [C:1]([O:5][C:6]([NH:8][C:9]1[C:14]([C:15](O)=[O:16])=[C:13]([O:18][CH3:19])[C:12]([CH2:20][N:21]2[CH2:26][CH2:25][O:24][CH2:23][CH2:22]2)=[C:11]([O:27][CH3:28])[CH:10]=1)=[O:7])([CH3:4])([CH3:3])[CH3:2].CC[N:31]=C=NCCCN(C)C.Cl.Cl.C1C=CC2N(O)N=NC=2C=1.C(N(CC)CC)C.[OH-].[NH4+]. (4) The reactants are: C1(P(C2CCCCC2)[C:8]2C=CC=[CH:10][C:9]=2[C:14]2C=CC=CC=2N(C)C)CCCCC1.[Li+].C[Si]([N-][Si](C)(C)C)(C)C.[C:39]([O-:42])(=[O:41])[CH3:40].Br[C:44]1[CH:49]=[CH:48][C:47]([F:50])=[CH:46][C:45]=1[CH3:51]. Given the product [F:50][C:47]1[CH:48]=[CH:49][C:44]([CH2:40][C:39]([O:42][C:9]([CH3:14])([CH3:10])[CH3:8])=[O:41])=[C:45]([CH3:51])[CH:46]=1, predict the reactants needed to synthesize it. (5) Given the product [Cl:1][C:2]1[CH:11]=[C:10]([O:12][CH3:13])[C:9]2[CH:8]([OH:14])[CH2:7][CH2:6][CH2:5][C:4]=2[N:3]=1, predict the reactants needed to synthesize it. The reactants are: [Cl:1][C:2]1[CH:11]=[C:10]([O:12][CH3:13])[C:9]2[C:8](=[O:14])[CH2:7][CH2:6][CH2:5][C:4]=2[N:3]=1.[BH4-].[Na+].O.